From a dataset of Full USPTO retrosynthesis dataset with 1.9M reactions from patents (1976-2016). Predict the reactants needed to synthesize the given product. (1) Given the product [CH3:1][O:2][C:3](=[O:24])[C:4]1[CH:9]=[CH:8][CH:7]=[C:6]([CH2:10][CH2:11][CH2:12][N:13]([CH2:14][CH2:15][CH2:16][C:17]2[CH:22]=[CH:21][CH:20]=[C:19]([Cl:23])[CH:18]=2)[S:33]([CH3:32])(=[O:35])=[O:34])[CH:5]=1, predict the reactants needed to synthesize it. The reactants are: [CH3:1][O:2][C:3](=[O:24])[C:4]1[CH:9]=[CH:8][CH:7]=[C:6]([CH2:10][CH2:11][CH2:12][NH:13][CH2:14][CH2:15][CH2:16][C:17]2[CH:22]=[CH:21][CH:20]=[C:19]([Cl:23])[CH:18]=2)[CH:5]=1.C(N(CC)CC)C.[CH3:32][S:33](Cl)(=[O:35])=[O:34]. (2) Given the product [ClH:1].[OH:16][C:15]1[C:10]2[CH2:9][CH2:8][CH2:7][C:6]3[CH:33]=[C:2]([N:39]4[CH2:40][CH2:41][C:37]5([CH2:34][NH:35][CH2:36]5)[CH2:38]4)[CH:3]=[CH:4][C:5]=3[C:11]=2[NH:12][C:13](=[O:21])[C:14]=1[C:17]([OH:19])=[O:18], predict the reactants needed to synthesize it. The reactants are: [Cl:1][C:2]1[CH:3]=[CH:4][C:5]2[C:11]3[N:12](CC4C=CC(OC)=CC=4OC)[C:13](=[O:21])[C:14]([C:17]([O:19]C)=[O:18])=[C:15]([OH:16])[C:10]=3[CH2:9][CH2:8][CH2:7][C:6]=2[CH:33]=1.[CH2:34]1[C:37]2([CH2:41][CH2:40][NH:39][CH2:38]2)[CH2:36][N:35]1C(OC(C)(C)C)=O. (3) The reactants are: [CH3:1][CH:2]1[CH2:7][CH2:6][CH2:5][CH2:4][CH:3]1[C:8]([OH:10])=O.[CH:11]1([CH2:14][CH2:15][NH:16][C:17]([C:19]2[N:20]=[N:21][C:22]([N:25]3[CH2:30][CH2:29][NH:28][CH2:27][CH2:26]3)=[CH:23][CH:24]=2)=[O:18])[CH2:13][CH2:12]1. Given the product [CH:11]1([CH2:14][CH2:15][NH:16][C:17]([C:19]2[N:20]=[N:21][C:22]([N:25]3[CH2:30][CH2:29][N:28]([C:8]([CH:3]4[CH2:4][CH2:5][CH2:6][CH2:7][CH:2]4[CH3:1])=[O:10])[CH2:27][CH2:26]3)=[CH:23][CH:24]=2)=[O:18])[CH2:13][CH2:12]1, predict the reactants needed to synthesize it. (4) Given the product [F:1][C:2]1[CH:7]=[C:6]([CH:8]([CH3:12])[C:9]([NH:25][CH2:24][C:20]2[O:19][CH:23]=[CH:22][CH:21]=2)=[O:11])[CH:5]=[CH:4][C:3]=1[C:13]1[CH:18]=[CH:17][CH:16]=[CH:15][CH:14]=1, predict the reactants needed to synthesize it. The reactants are: [F:1][C:2]1[CH:7]=[C:6]([CH:8]([CH3:12])[C:9]([OH:11])=O)[CH:5]=[CH:4][C:3]=1[C:13]1[CH:18]=[CH:17][CH:16]=[CH:15][CH:14]=1.[O:19]1[CH:23]=[CH:22][CH:21]=[C:20]1[CH2:24][NH2:25]. (5) Given the product [CH3:3][C:2]([O:15][O:16][C:17]([CH3:20])([CH3:19])[CH3:18])([C:4]#[C:5][C:6]([CH3:7])([O:8][O:9][C:10]([CH3:13])([CH3:12])[CH3:11])[CH3:14])[CH3:1], predict the reactants needed to synthesize it. The reactants are: [CH3:1][C:2]([O:15][O:16][C:17]([CH3:20])([CH3:19])[CH3:18])([CH2:4][CH2:5][C:6]([CH3:14])([O:8][O:9][C:10]([CH3:13])([CH3:12])[CH3:11])[CH3:7])[CH3:3].C(OOC(C1C=CC=CC=1)(C)C)(C1C=CC=CC=1)(C)C. (6) The reactants are: [CH3:1][C:2]([CH3:19])([CH3:18])[C:3]([NH:5][C:6]1[CH:7]=[N:8][C:9]([N:12]2[CH2:17][CH2:16][O:15][CH2:14][CH2:13]2)=[CH:10][CH:11]=1)=[O:4].CN(C)CCN(C)C.C([Li])CCC.[I:33]I.C(=O)=O.O.O.O.O.O.S([O-])([O-])(=O)=S.[Na+].[Na+]. Given the product [I:33][C:11]1[CH:10]=[C:9]([N:12]2[CH2:17][CH2:16][O:15][CH2:14][CH2:13]2)[N:8]=[CH:7][C:6]=1[NH:5][C:3](=[O:4])[C:2]([CH3:19])([CH3:18])[CH3:1], predict the reactants needed to synthesize it. (7) The reactants are: [CH2:1](O)[CH2:2][CH2:3][CH2:4][CH2:5][CH2:6][CH2:7][CH2:8][CH2:9][CH:10]=[CH2:11].C1(P(C2C=CC=CC=2)C2C=CC=CC=2)C=CC=CC=1.[C:32]1(=[O:42])[NH:36][C:35](=[O:37])[C:34]2=[CH:38][CH:39]=[CH:40][CH:41]=[C:33]12.N(C(OCC)=O)=NC(OCC)=O. Given the product [C:32]1(=[O:42])[N:36]([CH2:1][CH2:2][CH2:3][CH2:4][CH2:5][CH2:6][CH2:7][CH2:8][CH2:9][CH:10]=[CH2:11])[C:35](=[O:37])[C:34]2=[CH:38][CH:39]=[CH:40][CH:41]=[C:33]12, predict the reactants needed to synthesize it. (8) Given the product [CH3:7][O:6][C:4](=[O:5])[CH2:3][S:2][CH2:11][CH2:12][CH2:13][C:14]([O:16][CH3:17])=[O:15], predict the reactants needed to synthesize it. The reactants are: [Na].[SH:2][CH2:3][C:4]([O:6][CH3:7])=[O:5].[Na+].[I-].Cl[CH2:11][CH2:12][CH2:13][C:14]([O:16][CH3:17])=[O:15]. (9) Given the product [C:11]([NH:13][CH2:14][CH2:15][CH2:16][N+:17]([CH3:19])([CH3:18])[CH2:3][CH2:2][CH2:1][S:5]([O-:4])(=[O:7])=[O:6])(=[O:12])[C:9]([CH3:10])=[CH2:8], predict the reactants needed to synthesize it. The reactants are: [CH2:1]1[S:5](=[O:7])(=[O:6])[O:4][CH2:3][CH2:2]1.[CH3:8][C:9]([C:11]([NH:13][CH2:14][CH2:15][CH2:16][N:17]([CH3:19])[CH3:18])=[O:12])=[CH2:10]. (10) Given the product [OH:1][C:2]1([C:12]2[CH:13]=[CH:14][C:15]([C:18]#[N:19])=[N:16][CH:17]=2)[CH2:11][CH2:10][C:5](=[O:6])[CH2:4][CH2:3]1, predict the reactants needed to synthesize it. The reactants are: [OH:1][C:2]1([C:12]2[CH:13]=[CH:14][C:15]([C:18]#[N:19])=[N:16][CH:17]=2)[CH2:11][CH2:10][C:5]2(OCC[O:6]2)[CH2:4][CH2:3]1.OC1(C2C=CC(C#N)=CC=2)CCC(=O)CC1.